From a dataset of Full USPTO retrosynthesis dataset with 1.9M reactions from patents (1976-2016). Predict the reactants needed to synthesize the given product. (1) Given the product [C:29]([NH2:39])(=[O:3])[C:30]1[CH:38]=[CH:37][C:36]2[O:35][CH2:34][O:33][C:32]=2[CH:31]=1.[C:9]([N:16]([CH2:18][C:19]([OH:21])=[O:20])[CH3:17])([O:11][C:12]([CH3:14])([CH3:15])[CH3:13])=[O:10], predict the reactants needed to synthesize it. The reactants are: ClC(OCC(C)C)=[O:3].[C:9]([N:16]([CH2:18][C:19]([OH:21])=[O:20])[CH3:17])([O:11][C:12]([CH3:15])([CH3:14])[CH3:13])=[O:10].CN1CCOCC1.[CH2:29]([NH2:39])[C:30]1[CH:38]=[CH:37][C:36]2[O:35][CH2:34][O:33][C:32]=2[CH:31]=1. (2) Given the product [CH2:34]([O:33][C:31]([CH:30]1[CH2:36][CH2:37][N:27]([C:13]2[CH:12]=[CH:11][C:10]([C:9]([OH:8])=[O:17])=[CH:15][CH:14]=2)[CH2:28][CH2:29]1)=[O:32])[CH3:35], predict the reactants needed to synthesize it. The reactants are: C([O:8][C:9](=[O:17])[C:10]1[CH:15]=[CH:14][C:13](F)=[CH:12][CH:11]=1)C1C=CC=CC=1.C(N(C(C)C)CC)(C)C.[NH:27]1[CH2:37][CH2:36][CH:30]([C:31]([O:33][CH2:34][CH3:35])=[O:32])[CH2:29][CH2:28]1.[H][H]. (3) The reactants are: [C:1]([O:5][C:6]([N:8]1[C:16]2[C:11](=[CH:12][CH:13]=[CH:14][CH:15]=2)[C:10](/[CH:17]=[CH:18]/[C:19]([OH:21])=O)=[CH:9]1)=[O:7])([CH3:4])([CH3:3])[CH3:2].[CH:22]([NH:25][NH:26][C:27](=[O:35])[C:28]1[CH:33]=[CH:32][CH:31]=[C:30]([CH3:34])[CH:29]=1)([CH3:24])[CH3:23].CN(C(ON1N=NC2C=CC=NC1=2)=[N+](C)C)C.F[P-](F)(F)(F)(F)F.C(N(CC)C(C)C)(C)C. Given the product [CH:22]([N:25]([C:19](=[O:21])/[CH:18]=[CH:17]/[C:10]1[C:11]2[C:16](=[CH:15][CH:14]=[CH:13][CH:12]=2)[N:8]([C:6]([O:5][C:1]([CH3:2])([CH3:3])[CH3:4])=[O:7])[CH:9]=1)[NH:26][C:27](=[O:35])[C:28]1[CH:33]=[CH:32][CH:31]=[C:30]([CH3:34])[CH:29]=1)([CH3:24])[CH3:23], predict the reactants needed to synthesize it. (4) Given the product [C:1]([O:5][C:6]([N:8]1[CH2:13][CH2:12][C:11](=[CH:20][C:15]([O:17][CH2:18][CH3:19])=[O:16])[CH2:10][CH2:9]1)=[O:7])([CH3:4])([CH3:3])[CH3:2], predict the reactants needed to synthesize it. The reactants are: [C:1]([O:5][C:6]([N:8]1[CH2:13][CH2:12][C:11](=O)[CH2:10][CH2:9]1)=[O:7])([CH3:4])([CH3:3])[CH3:2].[C:15]([CH:20]=P(C1C=CC=CC=1)(C1C=CC=CC=1)C1C=CC=CC=1)([O:17][CH2:18][CH3:19])=[O:16].